This data is from Peptide-MHC class I binding affinity with 185,985 pairs from IEDB/IMGT. The task is: Regression. Given a peptide amino acid sequence and an MHC pseudo amino acid sequence, predict their binding affinity value. This is MHC class I binding data. (1) The MHC is HLA-B07:02 with pseudo-sequence HLA-B07:02. The binding affinity (normalized) is 0.0847. The peptide sequence is GMKRSFYVY. (2) The peptide sequence is AYISSEATEPV. The MHC is Patr-A0901 with pseudo-sequence Patr-A0901. The binding affinity (normalized) is 1.00. (3) The binding affinity (normalized) is 0.999. The peptide sequence is SVLCVKKFYK. The MHC is HLA-A68:01 with pseudo-sequence HLA-A68:01. (4) The peptide sequence is RLPKDFVDL. The MHC is HLA-B83:01 with pseudo-sequence HLA-B83:01. The binding affinity (normalized) is 0.213. (5) The peptide sequence is ALTDLGLIYT. The MHC is HLA-A02:06 with pseudo-sequence HLA-A02:06. The binding affinity (normalized) is 0.297. (6) The peptide sequence is IESNPLFPV. The MHC is HLA-A30:02 with pseudo-sequence HLA-A30:02. The binding affinity (normalized) is 0.213. (7) The peptide sequence is AAHVNEAYV. The MHC is H-2-Kb with pseudo-sequence H-2-Kb. The binding affinity (normalized) is 0.580.